From a dataset of Catalyst prediction with 721,799 reactions and 888 catalyst types from USPTO. Predict which catalyst facilitates the given reaction. (1) Reactant: [C:1]1([CH2:11][CH2:12][O:13][CH2:14][CH2:15][C:16]([O:18]C(C)(C)C)=[O:17])[C:10]2[C:5](=[CH:6][CH:7]=[CH:8][CH:9]=2)[CH:4]=[CH:3][CH:2]=1.FC(F)(F)C(O)=O. Product: [C:1]1([CH2:11][CH2:12][O:13][CH2:14][CH2:15][C:16]([OH:18])=[O:17])[C:10]2[C:5](=[CH:6][CH:7]=[CH:8][CH:9]=2)[CH:4]=[CH:3][CH:2]=1. The catalyst class is: 4. (2) Reactant: [CH3:1][O:2][C:3]([C:5]1[CH:6]=[C:7]2[C:11](=[CH:12][CH:13]=1)[N:10]([CH2:14][C:15]1[CH:20]=[C:19]([O:21][Si](C(C)(C)C)(C)C)[CH:18]=[CH:17][C:16]=1[O:29][CH2:30][CH:31]([CH3:33])[CH3:32])[N:9]=[CH:8]2)=[O:4].CCCC[N+](CCCC)(CCCC)CCCC.[F-]. Product: [CH3:1][O:2][C:3]([C:5]1[CH:6]=[C:7]2[C:11](=[CH:12][CH:13]=1)[N:10]([CH2:14][C:15]1[CH:20]=[C:19]([OH:21])[CH:18]=[CH:17][C:16]=1[O:29][CH2:30][CH:31]([CH3:33])[CH3:32])[N:9]=[CH:8]2)=[O:4]. The catalyst class is: 1. (3) Reactant: [C:1]([C:3]1[CH:4]=[C:5]([CH:9]2[CH2:14][CH2:13][CH2:12][CH2:11][N:10]2[CH2:15][C:16]2[C:24]([CH3:25])=[CH:23][C:22]([CH3:26])=[C:21]3[C:17]=2[CH:18]=[CH:19][N:20]3C(OC(C)(C)C)=O)[CH:6]=[CH:7][CH:8]=1)#[N:2].[N-:34]=[N+:35]=[N-:36].[Na+]. Product: [N:34]1[NH:35][N:36]=[N:2][C:1]=1[C:3]1[CH:4]=[C:5]([CH:9]2[CH2:14][CH2:13][CH2:12][CH2:11][N:10]2[CH2:15][C:16]2[C:24]([CH3:25])=[CH:23][C:22]([CH3:26])=[C:21]3[C:17]=2[CH:18]=[CH:19][NH:20]3)[CH:6]=[CH:7][CH:8]=1. The catalyst class is: 31. (4) Reactant: [Cl:1][CH2:2][C:3](Cl)=[O:4].[NH2:6][C:7]1[C:12]([CH3:13])=[CH:11][C:10]([Br:14])=[CH:9][N:8]=1.C(N(CC)CC)C. Product: [Br:14][C:10]1[CH:11]=[C:12]([CH3:13])[C:7]([NH:6][C:3](=[O:4])[CH2:2][Cl:1])=[N:8][CH:9]=1. The catalyst class is: 2.